This data is from Reaction yield outcomes from USPTO patents with 853,638 reactions. The task is: Predict the reaction yield, written as a fraction of the theoretical maximum amount of product (1.0 means a 100% yield; for example, 0.34 means a 34% yield). (1) The reactants are [NH2:1][C:2]1[CH:10]=[CH:9][C:5]([C:6]([OH:8])=[O:7])=[C:4]([CH3:11])[C:3]=1[N+:12]([O-:14])=[O:13].O1CCC[CH2:16]1.C[Si](C=[N+]=[N-])(C)C. The catalyst is CO. The product is [NH2:1][C:2]1[CH:10]=[CH:9][C:5]([C:6]([O:8][CH3:16])=[O:7])=[C:4]([CH3:11])[C:3]=1[N+:12]([O-:14])=[O:13]. The yield is 0.550. (2) The reactants are O=C1C2C(=CC=CC=2)C(=O)[N:3]1[O:12][CH2:13][C:14]1[N:15]=[CH:16][N:17]([C:19]([O:21][C:22]([CH3:25])([CH3:24])[CH3:23])=[O:20])[CH:18]=1.C(Cl)Cl.O.NN. The catalyst is C(O)C. The product is [NH2:3][O:12][CH2:13][C:14]1[N:15]=[CH:16][N:17]([C:19]([O:21][C:22]([CH3:25])([CH3:24])[CH3:23])=[O:20])[CH:18]=1. The yield is 0.510. (3) The yield is 0.980. The product is [OH:1][CH2:2][C:3]1[CH:4]=[CH:5][C:6]([O:7][CH2:8][CH:9]([OH:11])[CH3:10])=[CH:12][CH:13]=1. The catalyst is CO.O. The reactants are [OH:1][CH2:2][C:3]1[CH:13]=[CH:12][C:6]([O:7][CH2:8][C:9](=[O:11])[CH3:10])=[CH:5][CH:4]=1.[BH4-].[Na+]. (4) The reactants are [C:1]([C:3]1[C:4](O)=[N:5][C:6]([CH3:10])=[CH:7][C:8]=1[CH3:9])#[N:2].P(Cl)(Cl)(Cl)(Cl)[Cl:13].C(=O)(O)[O-].[Na+]. No catalyst specified. The product is [Cl:13][C:4]1[C:3]([C:1]#[N:2])=[C:8]([CH3:9])[CH:7]=[C:6]([CH3:10])[N:5]=1. The yield is 0.940. (5) The reactants are [C:1](#[N:8])[C:2]1[CH:7]=[CH:6][CH:5]=[CH:4][CH:3]=1.[OH2:9].[NH2:10][NH2:11]. The catalyst is C(O)(=O)C. The product is [CH3:4][C:3]1[C:2]([O:9][C:5]2[CH:6]=[CH:7][C:2]([C:1]#[N:8])=[CH:3][CH:4]=2)=[C:7]([CH3:6])[NH:11][N:10]=1. The yield is 0.880. (6) The reactants are [Cl:1][C:2]1[CH:3]=[C:4]([CH:9]([N:20]2C(=O)C3C(=CC=CC=3)C2=O)[CH2:10][CH2:11][NH:12][C:13](=[O:19])[O:14][C:15]([CH3:18])([CH3:17])[CH3:16])[CH:5]=[CH:6][C:7]=1[Cl:8].NN. The catalyst is CO. The product is [NH2:20][CH:9]([C:4]1[CH:5]=[CH:6][C:7]([Cl:8])=[C:2]([Cl:1])[CH:3]=1)[CH2:10][CH2:11][NH:12][C:13](=[O:19])[O:14][C:15]([CH3:17])([CH3:16])[CH3:18]. The yield is 0.890. (7) The reactants are [Cl:1][C:2]1[CH:7]=[CH:6][C:5]([C:8]2[C:13]([O:14][CH2:15][CH:16]3[CH2:18][CH2:17]3)=[CH:12][CH:11]=[CH:10][N:9]=2)=[CH:4][CH:3]=1.C(O)(=[O:21])C. The catalyst is O. The product is [Cl:1][C:2]1[CH:7]=[CH:6][C:5]([C:8]2[C:13]([O:14][CH2:15][CH:16]3[CH2:17][CH2:18]3)=[CH:12][CH:11]=[CH:10][N+:9]=2[O-:21])=[CH:4][CH:3]=1. The yield is 0.652.